This data is from Catalyst prediction with 721,799 reactions and 888 catalyst types from USPTO. The task is: Predict which catalyst facilitates the given reaction. (1) Reactant: Cl.[CH3:2][O:3][CH2:4][CH2:5][N:6]([CH2:11][C:12]1[CH:20]=[CH:19][C:15]([C:16]([OH:18])=O)=[CH:14][CH:13]=1)[CH2:7][CH2:8][O:9][CH3:10].C(N(CC)C(C)C)(C)C.O.ON1C2C=CC=CC=2N=N1.Cl.CN(C)CCCN=C=NCC.O.Cl.Cl.[NH2:56][CH2:57][C:58]1[NH:59][C:60]2[CH:66]=[CH:65][CH:64]=[CH:63][C:61]=2[N:62]=1.C([O-])(O)=O.[Na+]. Product: [NH:59]1[C:60]2[CH:66]=[CH:65][CH:64]=[CH:63][C:61]=2[N:62]=[C:58]1[CH2:57][NH:56][C:16](=[O:18])[C:15]1[CH:14]=[CH:13][C:12]([CH2:11][N:6]([CH2:5][CH2:4][O:3][CH3:2])[CH2:7][CH2:8][O:9][CH3:10])=[CH:20][CH:19]=1. The catalyst class is: 3. (2) Product: [CH3:1][O:2][C:3]([C:5]1[C:6]([OH:30])=[C:7]2[C:12](=[C:13]([C:36]3[CH:37]=[N:38][CH:39]=[CH:40][CH:41]=3)[N:14]=1)[N:11]([CH2:16][CH:17]1[CH2:22][CH2:21][O:20][CH2:19][CH2:18]1)[C:10](=[O:23])[C:9]([C:24]1[CH:29]=[CH:28][CH:27]=[CH:26][CH:25]=1)=[CH:8]2)=[O:4]. Reactant: [CH3:1][O:2][C:3]([C:5]1[C:6]([OH:30])=[C:7]2[C:12](=[C:13](Br)[N:14]=1)[N:11]([CH2:16][CH:17]1[CH2:22][CH2:21][O:20][CH2:19][CH2:18]1)[C:10](=[O:23])[C:9]([C:24]1[CH:29]=[CH:28][CH:27]=[CH:26][CH:25]=1)=[CH:8]2)=[O:4].C([Sn](CCCC)(CCCC)[C:36]1[CH:37]=[N:38][CH:39]=[CH:40][CH:41]=1)CCC.CCOC(C)=O.Cl. The catalyst class is: 510. (3) Reactant: [CH3:1][CH:2]([N:4]1[CH2:10][CH2:9][CH2:8][N:7](C(OCC2C=CC=CC=2)=O)[CH2:6][CH2:5]1)[CH3:3]. Product: [CH3:1][CH:2]([N:4]1[CH2:10][CH2:9][CH2:8][NH:7][CH2:6][CH2:5]1)[CH3:3]. The catalyst class is: 29. (4) Reactant: [CH3:1][N:2]1[CH2:7][CH2:6][CH2:5][CH2:4][CH:3]1[C:8]([OH:10])=O.ClC1N=NN=C(Cl)C=1.[NH2:19][C@H:20]([C:37](=[O:50])[NH:38][C:39]1[S:40][CH:41]=[C:42]([C:44]2[CH:49]=[CH:48][CH:47]=[CH:46][CH:45]=2)[N:43]=1)[CH2:21][CH2:22][CH2:23][CH2:24][NH:25][S:26]([NH:29][C:30](=[O:36])[O:31][C:32]([CH3:35])([CH3:34])[CH3:33])(=[O:28])=[O:27].CN1CCOCC1. Product: [CH3:1][N:2]1[CH2:7][CH2:6][CH2:5][CH2:4][CH:3]1[C:8]([NH:19][C@H:20]([C:37](=[O:50])[NH:38][C:39]1[S:40][CH:41]=[C:42]([C:44]2[CH:49]=[CH:48][CH:47]=[CH:46][CH:45]=2)[N:43]=1)[CH2:21][CH2:22][CH2:23][CH2:24][NH:25][S:26]([NH:29][C:30](=[O:36])[O:31][C:32]([CH3:35])([CH3:34])[CH3:33])(=[O:27])=[O:28])=[O:10]. The catalyst class is: 3. (5) Product: [OH:8][CH2:9][CH2:10][N:11]([CH2:19][C:20]#[CH:21])[C:12](=[O:18])[O:13][C:14]([CH3:15])([CH3:16])[CH3:17]. The catalyst class is: 1. Reactant: [Si]([O:8][CH2:9][CH2:10][N:11]([CH2:19][C:20]#[CH:21])[C:12](=[O:18])[O:13][C:14]([CH3:17])([CH3:16])[CH3:15])(C(C)(C)C)(C)C.[F-].C([N+](CCCC)(CCCC)CCCC)CCC.O. (6) Reactant: [CH3:1][N:2]([CH3:26])[CH:3]=[N:4][S:5]([C:8]1[CH:13]=[CH:12][C:11]([C:14](=O)[CH:15]([CH3:24])[C:16]([N:18]2[CH2:23][CH2:22][O:21][CH2:20][CH2:19]2)=[S:17])=[CH:10][CH:9]=1)(=[O:7])=[O:6].C(=O)([O-])[O-].[K+].[K+].I[CH2:34][C:35]([O:37][CH2:38][CH3:39])=[O:36]. Product: [CH2:38]([O:37][C:35]([C:34]1[S:17][C:16]([N:18]2[CH2:23][CH2:22][O:21][CH2:20][CH2:19]2)=[C:15]([CH3:24])[C:14]=1[C:11]1[CH:12]=[CH:13][C:8]([S:5](=[O:7])(=[O:6])[N:4]=[CH:3][N:2]([CH3:26])[CH3:1])=[CH:9][CH:10]=1)=[O:36])[CH3:39]. The catalyst class is: 21. (7) Reactant: C[O:2][C:3]1[N:8]=[CH:7][C:6]([C:9]2[N:18]=[C:17]([N:19]3[CH2:24][CH2:23][O:22][CH2:21][CH2:20]3)[C:16]3[C:11](=[C:12]4[CH:27]=[CH:26][N:25]([CH3:28])[C:13]4=[CH:14][CH:15]=3)[N:10]=2)=[CH:5][N:4]=1.CO. Product: [CH3:28][N:25]1[C:13]2=[CH:14][CH:15]=[C:16]3[C:11]([N:10]=[C:9]([C:6]4[CH:5]=[N:4][C:3]([OH:2])=[N:8][CH:7]=4)[N:18]=[C:17]3[N:19]3[CH2:24][CH2:23][O:22][CH2:21][CH2:20]3)=[C:12]2[CH:27]=[CH:26]1. The catalyst class is: 33. (8) Reactant: [F:1][C:2]1[CH:7]=[CH:6][C:5]([S:8][CH2:9][CH:10]2[CH:15]([C:16]([OH:18])=O)[CH2:14][CH:13]=[CH:12][CH2:11]2)=[CH:4][CH:3]=1.Cl.[NH2:20][CH2:21][C:22]#[N:23].F[P-](F)(F)(F)(F)F.N1([PH+](N2CCCC2)N2CCCC2)CCCC1.C(N(CC)CC)C. Product: [C:21]([CH2:22][NH:23][C:16]([CH:15]1[CH:10]([CH2:9][S:8][C:5]2[CH:4]=[CH:3][C:2]([F:1])=[CH:7][CH:6]=2)[CH2:11][CH:12]=[CH:13][CH2:14]1)=[O:18])#[N:20]. The catalyst class is: 9. (9) Reactant: [Cl:1][C:2]1[CH:10]=[C:9]([F:11])[C:8]([N+:12]([O-:14])=[O:13])=[CH:7][C:3]=1[C:4](Cl)=[O:5].[CH:15]1([NH2:20])[CH2:19][CH2:18][CH2:17][CH2:16]1. Product: [Cl:1][C:2]1[CH:10]=[C:9]([F:11])[C:8]([N+:12]([O-:14])=[O:13])=[CH:7][C:3]=1[C:4]([NH:20][CH:15]1[CH2:19][CH2:18][CH2:17][CH2:16]1)=[O:5].[Cl:1][C:2]1[CH:10]=[C:9]([NH:20][CH:15]2[CH2:19][CH2:18][CH2:17][CH2:16]2)[C:8]([N+:12]([O-:14])=[O:13])=[CH:7][C:3]=1[C:4]([NH:20][CH:15]1[CH2:19][CH2:18][CH2:17][CH2:16]1)=[O:5]. The catalyst class is: 2. (10) Reactant: [Br:1][C:2]1[CH:7]=[CH:6][C:5]([OH:8])=[C:4]([O:9][CH3:10])[CH:3]=1.[CH3:11][C:12]1[N:13]=[CH:14][S:15][C:16]=1[CH2:17][CH2:18]O.C1(P(C2C=CC=CC=2)C2C=CC=CC=2)C=CC=CC=1.C1C=CC(COC(/N=N/C(OCC2C=CC=CC=2)=O)=O)=CC=1. Product: [Br:1][C:2]1[CH:7]=[CH:6][C:5]([O:8][CH2:18][CH2:17][C:16]2[S:15][CH:14]=[N:13][C:12]=2[CH3:11])=[C:4]([O:9][CH3:10])[CH:3]=1. The catalyst class is: 1.